Dataset: Human Reference Interactome with 51,813 positive PPI pairs across 8,248 proteins, plus equal number of experimentally-validated negative pairs. Task: Binary Classification. Given two protein amino acid sequences, predict whether they physically interact or not. (1) Protein 1 (ENSG00000057663) has sequence MTDDKDVLRDVWFGRIPTCFTLYQDEITEREAEPYYALSNWFAI*MTDDKDVLRDVWFGRIPTCFTLYQDEITEREAEPYYLLLPRVSYLTLVTDKVKKHFQKVMRQEDISEIWFEYEGTPLKWHYPIGLLFDLLASSSALPWNITVHFKSFPEKDLLHCPSKDAIEAHFMSCMKEADALKHKSQVINEMQKKDHKQLWMGLQNDRFDQFWAINRKLMEYPAEENGFRYIPFRIYQTTTERPFIQKLFRPVAADGQLHTLGDLLKEVCPSAIDPEDGEKKNQVMIHGIEPMLETPLQWLS.... Protein 2 (ENSG00000152348) has sequence MEEDEFIGEKTFQRYCAEFIKHSQQIGDSWEWRPSKDCSDGYMCKIHFQIKNGSVMSHLGASTHGQTCLPMEEAFELPLDDCEVIETAAASEVIKYEYHVLYSCSYQVPVLYFRASFLDGRPLTLKDIWEGVHECYKMRLLQGPWDTITQQEHPILGQPFFVLHPCKTNEFMTPVLKNSQKINKNVNYITSWLSIVGPVVGLNLPLSYAKATSQDERNVP*MEEDEFIGEKTFQRYCAEFIKHSQQIGDSWEWRPSKDCSDGYMCKIHFQIKNGSVMSHLGASTHGQTCLPMEVKSCSVT.... Result: 1 (the proteins interact). (2) Protein 1 (ENSG00000109787) has sequence MLMFDPVPVKQEAMDPVSVSYPSNYMESMKPNKYGVIYSTPLPEKFFQTPEGLSHGIQMEPVDLTVNKRSSPPSAGNSPSSLKFPSSHRRASPGLSMPSSSPPIKKYSPPSPGVQPFGVPLSMPPVMAAALSRHGIRSPGILPVIQPVVVQPVPFMYTSHLQQPLMVSLSEEMENSSSSMQVPVIESYEKPISQKKIKIEPGIEPQRTDYYPEEMSPPLMNSVSPPQALLQENHPSVIVQPGKRPLPVESPDTQRKRRIHRCDYDGCNKVYTKSSHLKAHRRTHTGEKPYKCTWEGCTWK.... Protein 2 (ENSG00000166220) has sequence MATDVQLADYPLMSPKAELKLEKKSGRKPRSPRDSGPQKELVIPGIVDFERIRRALRTPKPQTPGTYCFGRLSHHSFFSRHHPHPQHVTHIQDLTGKPVCVVRDFPAPLPESTVFSGCQMGIPTISVPIGDPQSNRNPQLSSEAWKKELKELASRVAFLTKEDELKKKEKEQKEEPLREQGAKYSAETGRLIPASTRAVGRRRSHQGQQSQSSSRHEGVQAFLLQDQELLVLELLCRILETDLLSAIQFWLLYAPPKEKDLALGLLQTAVAQLLPQPLVSIPTEKLLSQLPEVHEPPQEK.... Result: 0 (the proteins do not interact). (3) Protein 1 (ENSG00000089006) has sequence MAAVPELLQQQEEDRSKLRSVSVDLNVDPSLQIDIPDALSERDKVKFTVHTKTTLPTFQSPEFSVTRQHEDFVWLHDTLIETTDYAGLIIPPAPTKPDFDGPREKMQKLGEGEGSMTKEEFAKMKQELEAEYLAVFKKTVSSHEVFLQRLSSHPVLSKDRNFHVFLEYDQDLSVRRKNTKEMFGGFFKSVVKSADEVLFTGVKEVDDFFEQEKNFLINYYNRIKDSCVKADKMTRSHKNVADDYIHTAACLHSLALEEPTVIKKYLLKVAELFEKLRKVEGRVSSDEDLKLTELLRYYML.... Protein 2 (ENSG00000182158) has sequence MEVLESGEQGVLQWDRKLSELSEPGDGEALMYHTHFSELLDEFSQNVLGQLLNDPFLSEKSVSMEVEPSPTSPAPLIQAEHSYSLCEEPRAQSPFTHITTSDSFNDDEVESEKWYLSTDFPSTSIKTEPVTDEPPPGLVPSVTLTITAISTPLEKEEPPLEMNTGVDSSCQTIIPKIKLEPHEVDQFLNFSPKEAPVDHLHLPPTPPSSHGSDSEGSLSPNPRLHPFSLPQTHSPSRAAPRAPSALSSSPLLTAPHKLQGSGPLVLTEEEKRTLIAEGYPIPTKLPLSKSEEKALKKIRR.... Result: 0 (the proteins do not interact).